Dataset: Forward reaction prediction with 1.9M reactions from USPTO patents (1976-2016). Task: Predict the product of the given reaction. (1) Given the reactants [NH2:1][C:2]1[CH:9]=[CH:8][CH:7]=[CH:6][C:3]=1[C:4]#[N:5].O=[C:11]([CH3:18])[CH2:12][C:13]([O:15][CH2:16][CH3:17])=[O:14], predict the reaction product. The product is: [CH2:16]([O:15][C:13]([C:12]1[C:11]([CH3:18])=[N:1][C:2]2[C:3]([C:4]=1[NH2:5])=[CH:6][CH:7]=[CH:8][CH:9]=2)=[O:14])[CH3:17]. (2) Given the reactants [OH:1][C:2]1[CH:7]=[CH:6][C:5]([CH2:8][C:9]([OH:11])=O)=[CH:4][CH:3]=1.[C:12](Cl)(=O)[C:13](Cl)=[O:14].C(Cl)[Cl:19], predict the reaction product. The product is: [Cl:19][C:9]([CH2:8][C:5]1[CH:4]=[CH:3][C:2]([O:1][C:13](=[O:14])[CH3:12])=[CH:7][CH:6]=1)=[O:11]. (3) Given the reactants [F:1][CH:2]([F:26])[C:3]1([C:6]2[CH:7]=[C:8]3[C:13](=[CH:14][CH:15]=2)[C:12](=[O:16])[N:11](CC2C=CC(OC)=CC=2)[CH2:10][CH2:9]3)[CH2:5][CH2:4]1.C(OC(=O)C)C.CO, predict the reaction product. The product is: [F:26][CH:2]([F:1])[C:3]1([C:6]2[CH:7]=[C:8]3[C:13](=[CH:14][CH:15]=2)[C:12](=[O:16])[NH:11][CH2:10][CH2:9]3)[CH2:5][CH2:4]1. (4) Given the reactants [H-].[Na+].[CH3:3][C:4]1([CH3:14])[C:12]2[C:7](=[CH:8][C:9]([OH:13])=[CH:10][CH:11]=2)[CH2:6][CH2:5]1.Br[CH2:16]C(OCC)=O, predict the reaction product. The product is: [CH3:16][O:13][C:9]1[CH:8]=[C:7]2[C:12](=[CH:11][CH:10]=1)[C:4]([CH3:14])([CH3:3])[CH2:5][CH2:6]2. (5) Given the reactants [C:1]1([S:7]([CH2:10][C:11]2[C:16]([C:17]([O:19][CH3:20])=[O:18])=[C:15]([C:21]#[C:22][CH2:23][NH:24][C:25]([O:27][C:28]([CH3:31])([CH3:30])[CH3:29])=[O:26])[C:14]([C:32]3[CH:36]=[CH:35][O:34][CH:33]=3)=[CH:13][CH:12]=2)(=[O:9])=[O:8])[CH:6]=[CH:5][CH:4]=[CH:3][CH:2]=1.[H][H], predict the reaction product. The product is: [C:1]1([S:7]([CH2:10][C:11]2[C:16]([C:17]([O:19][CH3:20])=[O:18])=[C:15]([CH2:21][CH2:22][CH2:23][NH:24][C:25]([O:27][C:28]([CH3:29])([CH3:30])[CH3:31])=[O:26])[C:14]([C:32]3[CH:36]=[CH:35][O:34][CH:33]=3)=[CH:13][CH:12]=2)(=[O:9])=[O:8])[CH:2]=[CH:3][CH:4]=[CH:5][CH:6]=1.